This data is from Catalyst prediction with 721,799 reactions and 888 catalyst types from USPTO. The task is: Predict which catalyst facilitates the given reaction. (1) Reactant: [CH:1]1([CH2:4][O:5][C:6]2[C:31]([O:32][CH3:33])=[CH:30][C:9]3[C:10]4[N:15]([CH:16]([C:18]([CH3:23])([CH3:22])[CH2:19][O:20][CH3:21])[CH2:17][C:8]=3[CH:7]=2)[CH:14]=[C:13]([C:24]([O:26]CC)=[O:25])[C:12](=[O:29])[CH:11]=4)[CH2:3][CH2:2]1.[Li+].[OH-].Cl. Product: [CH:1]1([CH2:4][O:5][C:6]2[C:31]([O:32][CH3:33])=[CH:30][C:9]3[C:10]4[N:15]([CH:16]([C:18]([CH3:22])([CH3:23])[CH2:19][O:20][CH3:21])[CH2:17][C:8]=3[CH:7]=2)[CH:14]=[C:13]([C:24]([OH:26])=[O:25])[C:12](=[O:29])[CH:11]=4)[CH2:3][CH2:2]1. The catalyst class is: 219. (2) Reactant: [Br:1][C:2]1[CH:14]=[CH:13][C:12]2[C:11]3[C:6](=[CH:7][C:8]([Br:15])=[CH:9][CH:10]=3)[C:5](=[CH:16][C:17]([NH:19][CH2:20][CH2:21][CH2:22][CH2:23][CH2:24][C:25](O)=[O:26])=[O:18])[C:4]=2[CH:3]=1.Cl.C(N=C=NCCCN(C)C)C.O[C:41]1[C:49]2[N:48]=N[NH:46][C:45]=2[CH:44]=[CH:43][CH:42]=1.C(N(CC)CC)C.C1(N)C=CC=CC=1N. Product: [Br:1][C:2]1[CH:14]=[CH:13][C:12]2[C:11]3[C:6](=[CH:7][C:8]([Br:15])=[CH:9][CH:10]=3)[C:5](=[CH:16][C:17]([NH:19][CH2:20][CH2:21][CH2:22][CH2:23][CH2:24][C:25]([NH:46][C:45]3[CH:44]=[CH:43][CH:42]=[CH:41][C:49]=3[NH2:48])=[O:26])=[O:18])[C:4]=2[CH:3]=1. The catalyst class is: 650. (3) Reactant: [NH2:1][C:2]1[CH:6]=[CH:5][S:4][C:3]=1[C:7]([O:9][CH3:10])=[O:8].[N:11]1[C:20]2[C:15](=[CH:16][CH:17]=[CH:18][CH:19]=2)[N:14]=[CH:13][C:12]=1[C:21](Cl)=[O:22]. Product: [N:11]1[C:20]2[C:15](=[CH:16][CH:17]=[CH:18][CH:19]=2)[N:14]=[CH:13][C:12]=1[C:21]([NH:1][C:2]1[CH:6]=[CH:5][S:4][C:3]=1[C:7]([O:9][CH3:10])=[O:8])=[O:22]. The catalyst class is: 17. (4) Reactant: [C:1]([C:5]1[CH:10]=[CH:9][C:8]([NH:11][C:12](=[O:32])[C:13]2[CH:18]=[CH:17][C:16]([O:19]COC)=[C:15]([N:23]([C:25]3[C:30]([Cl:31])=[CH:29][CH:28]=[CH:27][N:26]=3)[CH3:24])[CH:14]=2)=[CH:7][CH:6]=1)([CH3:4])([CH3:3])[CH3:2].CO.Cl.C(=O)(O)[O-].[Na+]. Product: [C:1]([C:5]1[CH:10]=[CH:9][C:8]([NH:11][C:12](=[O:32])[C:13]2[CH:18]=[CH:17][C:16]([OH:19])=[C:15]([N:23]([C:25]3[C:30]([Cl:31])=[CH:29][CH:28]=[CH:27][N:26]=3)[CH3:24])[CH:14]=2)=[CH:7][CH:6]=1)([CH3:4])([CH3:2])[CH3:3]. The catalyst class is: 7. (5) Reactant: C([O:3][C:4](=[O:29])[CH2:5][N:6]1[CH2:28][CH2:27][C:9]2[N:10]([CH2:18][CH:19]([OH:26])[C:20]3[CH:25]=[CH:24][N:23]=[CH:22][CH:21]=3)[C:11]3[CH:12]=[CH:13][C:14]([CH3:17])=[CH:15][C:16]=3[C:8]=2[CH2:7]1)C.Cl. Product: [OH:26][CH:19]([C:20]1[CH:21]=[CH:22][N:23]=[CH:24][CH:25]=1)[CH2:18][N:10]1[C:11]2[CH:12]=[CH:13][C:14]([CH3:17])=[CH:15][C:16]=2[C:8]2[CH2:7][N:6]([CH2:5][C:4]([OH:29])=[O:3])[CH2:28][CH2:27][C:9]1=2. The catalyst class is: 494. (6) Reactant: [C:1]1(=O)[C:10]2[C:5](=[CH:6][CH:7]=[CH:8][CH:9]=2)[C:4]2([CH2:12][CH2:11]2)[C:3](=O)[NH:2]1.B.CO. Product: [CH2:1]1[C:10]2[C:5](=[CH:6][CH:7]=[CH:8][CH:9]=2)[C:4]2([CH2:12][CH2:11]2)[CH2:3][NH:2]1. The catalyst class is: 1.